This data is from Reaction yield outcomes from USPTO patents with 853,638 reactions. The task is: Predict the reaction yield, written as a fraction of the theoretical maximum amount of product (1.0 means a 100% yield; for example, 0.34 means a 34% yield). (1) The reactants are [Cl:1][C:2]1[CH:7]=[CH:6][C:5]([O:8]C)=[CH:4][C:3]=1[O:10][C:11]1[CH:16]=[CH:15][C:14]([F:17])=[CH:13][CH:12]=1.B(Br)(Br)Br.CCCCCCC.C(OCC)(=O)C. The catalyst is C(Cl)Cl. The product is [Cl:1][C:2]1[CH:7]=[CH:6][C:5]([OH:8])=[CH:4][C:3]=1[O:10][C:11]1[CH:16]=[CH:15][C:14]([F:17])=[CH:13][CH:12]=1. The yield is 0.870. (2) The reactants are [CH2:1]([O:3][CH2:4][C:5](=O)[CH2:6][C:7]#[N:8])[CH3:2].Cl.[CH:11]([NH:14][NH2:15])([CH3:13])[CH3:12].Cl. The catalyst is C(O)C. The product is [CH2:1]([O:3][CH2:4][C:5]1[CH:6]=[C:7]([NH2:8])[N:14]([CH:11]([CH3:13])[CH3:12])[N:15]=1)[CH3:2]. The yield is 0.656. (3) The reactants are [CH2:1]([C@H:8]([NH:38][C:39]([C@@H:41]([NH:46][C:47](=[O:50])[O:48][CH3:49])[C:42]([CH3:45])([CH3:44])[CH3:43])=[O:40])[CH2:9][C@H:10]([OH:37])[C@@H:11]([NH:19]C(OCC1C2C=CC=CC=2C2C1=CC=CC=2)=O)[CH2:12][C:13]1[CH:18]=[CH:17][CH:16]=[CH:15][CH:14]=1)[C:2]1[CH:7]=[CH:6][CH:5]=[CH:4][CH:3]=1.C(NCC)C. The catalyst is CN(C=O)C. The product is [NH2:19][C@@H:11]([CH2:12][C:13]1[CH:14]=[CH:15][CH:16]=[CH:17][CH:18]=1)[C@@H:10]([OH:37])[CH2:9][C@@H:8]([NH:38][C:39]([C@@H:41]([NH:46][C:47](=[O:50])[O:48][CH3:49])[C:42]([CH3:45])([CH3:44])[CH3:43])=[O:40])[CH2:1][C:2]1[CH:7]=[CH:6][CH:5]=[CH:4][CH:3]=1. The yield is 0.600. (4) The reactants are Cl[C:2]1[C:11]2[C:6](=[CH:7][C:8]([O:14][CH2:15][CH:16]3[CH2:21][CH2:20][N:19]([CH3:22])[CH2:18][CH2:17]3)=[C:9]([O:12][CH3:13])[CH:10]=2)[N:5]=[CH:4][N:3]=1.[OH:23][C:24]1[CH:25]=[C:26]2[C:30](=[CH:31][CH:32]=1)[NH:29][C:28]([C:33]([F:36])([F:35])[F:34])=[CH:27]2.C(=O)([O-])[O-].[K+].[K+]. The catalyst is CN(C=O)C. The product is [CH3:13][O:12][C:9]1[CH:10]=[C:11]2[C:6](=[CH:7][C:8]=1[O:14][CH2:15][CH:16]1[CH2:21][CH2:20][N:19]([CH3:22])[CH2:18][CH2:17]1)[N:5]=[CH:4][N:3]=[C:2]2[O:23][C:24]1[CH:25]=[C:26]2[C:30](=[CH:31][CH:32]=1)[NH:29][C:28]([C:33]([F:36])([F:34])[F:35])=[CH:27]2. The yield is 0.480. (5) The reactants are [NH2:1][C:2]1[C:3]([C:9](N)=[O:10])=[N:4][CH:5]=[C:6]([Br:8])[CH:7]=1.[OH-:12].[Na+].Cl. No catalyst specified. The product is [NH2:1][C:2]1[C:3]([C:9]([OH:10])=[O:12])=[N:4][CH:5]=[C:6]([Br:8])[CH:7]=1. The yield is 0.950. (6) The reactants are [C:1]([O:4][C:5]1([CH2:9][N:10]2[CH:14]=[C:13]([C:15]([CH3:18])([CH3:17])[CH3:16])[S:12]/[C:11]/2=[N:19]\[C:20]([C:22]2[CH:27]=[C:26]([Cl:28])[CH:25]=[CH:24][C:23]=2[O:29][CH3:30])=S)[CH2:8][CH2:7][CH2:6]1)(=[O:3])[CH3:2].C(N(CC)CC)C.[N:38]#[C:39][NH2:40]. The catalyst is C(#N)C.[Hg](OC(C)=O)OC(C)=O. The product is [C:1]([O:4][C:5]1([CH2:9][N:10]2[CH:14]=[C:13]([C:15]([CH3:18])([CH3:17])[CH3:16])[S:12]/[C:11]/2=[N:19]\[C:20]([C:22]2[CH:27]=[C:26]([Cl:28])[CH:25]=[CH:24][C:23]=2[O:29][CH3:30])=[N:40][C:39]#[N:38])[CH2:8][CH2:7][CH2:6]1)(=[O:3])[CH3:2]. The yield is 0.770.